From a dataset of Forward reaction prediction with 1.9M reactions from USPTO patents (1976-2016). Predict the product of the given reaction. (1) Given the reactants [NH2:1][C:2]1[CH:3]=[C:4]([N:8]2[C:13](=[O:14])[C:12]([CH2:15][C:16]3[CH:17]=[N:18][CH:19]=[CH:20][CH:21]=3)=[N:11][C:10]3[CH:22]=[CH:23][CH:24]=[N:25][C:9]2=3)[CH:5]=[CH:6][CH:7]=1.C(N(CC)CC)C.[CH:33]1[C:42]2[C:37](=[CH:38][CH:39]=[CH:40][CH:41]=2)[CH:36]=[CH:35][C:34]=1[C:43](Cl)=[O:44].C(=O)(O)[O-].[Na+], predict the reaction product. The product is: [CH:33]1[C:42]2[C:37](=[CH:38][CH:39]=[CH:40][CH:41]=2)[CH:36]=[CH:35][C:34]=1[C:43]([NH:1][C:2]1[CH:3]=[C:4]([N:8]2[C:13](=[O:14])[C:12]([CH2:15][C:16]3[CH:17]=[N:18][CH:19]=[CH:20][CH:21]=3)=[N:11][C:10]3[CH:22]=[CH:23][CH:24]=[N:25][C:9]2=3)[CH:5]=[CH:6][CH:7]=1)=[O:44]. (2) Given the reactants COC(=O)CC1C=CC(Cl)=CC=1Cl.C(OC1C=C(C=CN=1)C(O)=O)C1C=CC=CC=1.C([O:38][C:39]1[CH:44]=[C:43]([C:45]([OH:60])([CH:50]([C:52]2[CH:57]=[CH:56][C:55]([Cl:58])=[CH:54][C:53]=2[Cl:59])[CH3:51])[C:46]([F:49])([F:48])[F:47])[CH:42]=[CH:41][N:40]=1)C1C=CC=CC=1.CI, predict the reaction product. The product is: [Cl:59][C:53]1[CH:54]=[C:55]([Cl:58])[CH:56]=[CH:57][C:52]=1[CH:50]([CH3:51])[C:45]([C:43]1[CH:42]=[CH:41][NH:40][C:39](=[O:38])[CH:44]=1)([OH:60])[C:46]([F:49])([F:48])[F:47]. (3) The product is: [CH3:33][C:34]1[CH:41]=[CH:40][C:37]([CH2:38][NH:39][C:28]([C:23]2[CH:24]=[N:25][C:26]3[C:21]([CH:22]=2)=[CH:20][CH:19]=[C:18]([NH:17][C:15]([C:10]2[C:9]([C:6]4[CH:7]=[CH:8][C:3]([C:2]([F:31])([F:32])[F:1])=[CH:4][CH:5]=4)=[CH:14][CH:13]=[CH:12][CH:11]=2)=[O:16])[CH:27]=3)=[O:29])=[CH:36][CH:35]=1. Given the reactants [F:1][C:2]([F:32])([F:31])[C:3]1[CH:8]=[CH:7][C:6]([C:9]2[C:10]([C:15]([NH:17][C:18]3[CH:27]=[C:26]4[C:21]([CH:22]=[C:23]([C:28](O)=[O:29])[CH:24]=[N:25]4)=[CH:20][CH:19]=3)=[O:16])=[CH:11][CH:12]=[CH:13][CH:14]=2)=[CH:5][CH:4]=1.[CH3:33][C:34]1[CH:41]=[CH:40][C:37]([CH2:38][NH2:39])=[CH:36][CH:35]=1.Cl.CN(C)CCCN=C=NCC.ON1C2C=CC=CC=2N=N1.C(N(CC)CC)C, predict the reaction product. (4) Given the reactants [C:1]([O:5][C:6]([N:8]1[CH2:13][CH2:12][CH:11]([CH2:14][CH2:15][O:16][C:17]([O:19]C2C=CC=CC=2)=O)[CH2:10][CH2:9]1)=[O:7])([CH3:4])([CH3:3])[CH3:2].[CH3:26][N:27]1[CH2:33][CH2:32][CH2:31][NH:30][CH2:29][CH2:28]1, predict the reaction product. The product is: [CH3:26][N:27]1[CH2:33][CH2:32][CH2:31][N:30]([C:17]([O:16][CH2:15][CH2:14][CH:11]2[CH2:10][CH2:9][N:8]([C:6]([O:5][C:1]([CH3:2])([CH3:3])[CH3:4])=[O:7])[CH2:13][CH2:12]2)=[O:19])[CH2:29][CH2:28]1. (5) The product is: [NH2:11][C:5]1[CH:4]=[CH:3][C:2]([Cl:1])=[CH:13][C:6]=1[C:7]([NH:15][CH:16]1[CH2:21][CH2:20][C:19](=[O:22])[NH:18][C:17]1=[O:23])=[O:9]. Given the reactants [Cl:1][C:2]1[CH:13]=[C:6]2[C:7]([O:9]C(=O)[NH:11][C:5]2=[CH:4][CH:3]=1)=O.Cl.[NH2:15][CH:16]1[CH2:21][CH2:20][C:19](=[O:22])[NH:18][C:17]1=[O:23].C(N(CC)CC)C.C(O)(=O)C, predict the reaction product. (6) The product is: [CH2:30]([S:27]([C:24]1[CH:23]=[CH:22][C:21]([CH2:19][C:10]2[CH:11]=[C:12]([C:15]([F:17])([F:16])[F:18])[CH:13]=[CH:14][C:9]=2[OH:8])=[CH:26][CH:25]=1)(=[O:28])=[O:29])[CH3:31]. Given the reactants C([O:8][C:9]1[CH:14]=[CH:13][C:12]([C:15]([F:18])([F:17])[F:16])=[CH:11][C:10]=1[CH:19]([C:21]1[CH:26]=[CH:25][C:24]([S:27]([CH2:30][CH3:31])(=[O:29])=[O:28])=[CH:23][CH:22]=1)O)C1C=CC=CC=1, predict the reaction product.